Dataset: Catalyst prediction with 721,799 reactions and 888 catalyst types from USPTO. Task: Predict which catalyst facilitates the given reaction. (1) Reactant: [Na+].[I-].C[Si](Cl)(C)C.[CH3:8][N:9]([CH3:29])[CH2:10][CH2:11][C:12]1[S:16][C:15]2[CH:17]=[CH:18][CH:19]=[CH:20][C:14]=2[C:13]=1[C:21]([C:24]1[S:28][CH:27]=[N:26][CH:25]=1)(O)[CH3:22]. Product: [CH3:29][N:9]([CH3:8])[CH2:10][CH2:11][C:12]1[S:16][C:15]2[CH:17]=[CH:18][CH:19]=[CH:20][C:14]=2[C:13]=1[CH:21]([C:24]1[S:28][CH:27]=[N:26][CH:25]=1)[CH3:22]. The catalyst class is: 245. (2) Reactant: [Cl:1][C:2]1[C:10]([CH3:11])=[C:9]2[C:5]([C:6]([CH2:12][CH2:13][CH2:14][O:15][C:16]3[CH:21]=[C:20]([CH3:22])[C:19]([Cl:23])=[C:18]([CH3:24])[CH:17]=3)=[CH:7][NH:8]2)=[CH:4][CH:3]=1.Br[CH2:26][CH2:27][C:28]([O:30]CC)=[O:29].C(=O)([O-])[O-].[Cs+].[Cs+].O.CC#N. Product: [Cl:1][C:2]1[C:10]([CH3:11])=[C:9]2[C:5]([C:6]([CH2:12][CH2:13][CH2:14][O:15][C:16]3[CH:17]=[C:18]([CH3:24])[C:19]([Cl:23])=[C:20]([CH3:22])[CH:21]=3)=[CH:7][N:8]2[CH2:26][CH2:27][C:28]([OH:30])=[O:29])=[CH:4][CH:3]=1. The catalyst class is: 726. (3) Reactant: [C:1]([O:5][C:6]([N:8]1[CH2:13][CH:12]=[C:11]([C:14]2[C:22]3[S:21][C:20]([NH:23][C:24]([C:26]4[CH:31]=[CH:30][N:29]=[C:28]([CH3:32])[CH:27]=4)=[O:25])=[N:19][C:18]=3[C:17]([O:33][CH3:34])=[CH:16][CH:15]=2)[CH2:10][CH2:9]1)=[O:7])([CH3:4])([CH3:3])[CH3:2].C1COCC1. Product: [C:1]([O:5][C:6]([N:8]1[CH2:13][CH2:12][CH:11]([C:14]2[C:22]3[S:21][C:20]([NH:23][C:24]([C:26]4[CH:31]=[CH:30][N:29]=[C:28]([CH3:32])[CH:27]=4)=[O:25])=[N:19][C:18]=3[C:17]([O:33][CH3:34])=[CH:16][CH:15]=2)[CH2:10][CH2:9]1)=[O:7])([CH3:4])([CH3:3])[CH3:2]. The catalyst class is: 19. (4) Reactant: Cl[C:2]1[C:3]2[CH:10]=[C:9]([C:11]3[CH:16]=[CH:15][CH:14]=[CH:13][CH:12]=3)[O:8][C:4]=2[N:5]=[CH:6][N:7]=1.CCN(C(C)C)C(C)C.Cl.[CH3:27][O:28][C:29](=[O:36])[CH2:30][CH2:31][CH2:32][CH2:33][CH2:34][NH2:35]. Product: [CH3:27][O:28][C:29](=[O:36])[CH2:30][CH2:31][CH2:32][CH2:33][CH2:34][NH:35][C:2]1[C:3]2[CH:10]=[C:9]([C:11]3[CH:16]=[CH:15][CH:14]=[CH:13][CH:12]=3)[O:8][C:4]=2[N:5]=[CH:6][N:7]=1. The catalyst class is: 3.